This data is from Reaction yield outcomes from USPTO patents with 853,638 reactions. The task is: Predict the reaction yield, written as a fraction of the theoretical maximum amount of product (1.0 means a 100% yield; for example, 0.34 means a 34% yield). (1) The reactants are [CH3:1][C:2]1[CH:7]=[C:6]([CH3:8])[N:5]=[C:4]([N:9]2[CH2:14][CH2:13][N:12]([C:15]3[CH:20]=[CH:19][C:18]([NH2:21])=[CH:17][CH:16]=3)[CH2:11][CH2:10]2)[CH:3]=1.C(N(CC)CC)C.[CH:29]1([C:34]2[CH:35]=[C:36]3[N:41]([C:42]=2[C:43](=[O:47])[C:44](Cl)=[O:45])[CH2:40][CH2:39][CH2:38][CH2:37]3)[CH2:33][CH2:32][CH2:31][CH2:30]1. The catalyst is C1COCC1. The product is [CH:29]1([C:34]2[CH:35]=[C:36]3[N:41]([C:42]=2[C:43](=[O:47])[C:44]([NH:21][C:18]2[CH:19]=[CH:20][C:15]([N:12]4[CH2:13][CH2:14][N:9]([C:4]5[CH:3]=[C:2]([CH3:1])[CH:7]=[C:6]([CH3:8])[N:5]=5)[CH2:10][CH2:11]4)=[CH:16][CH:17]=2)=[O:45])[CH2:40][CH2:39][CH2:38][CH2:37]3)[CH2:33][CH2:32][CH2:31][CH2:30]1. The yield is 0.460. (2) The reactants are I[C:2]1[CH:3]=[CH:4][C:5]2[N:6]([CH:8]=[C:9]([NH:11][C:12]([CH:14]3[CH2:16][CH2:15]3)=[O:13])[N:10]=2)[N:7]=1.[NH2:17][C:18]1[CH:19]=[C:20]([OH:26])[CH:21]=[CH:22][C:23]=1[CH2:24][CH3:25].C(=O)([O-])[O-].[K+].[K+].CN(C)C=O. The catalyst is O. The product is [NH2:17][C:18]1[CH:19]=[C:20]([CH:21]=[CH:22][C:23]=1[CH2:24][CH3:25])[O:26][C:2]1[CH:3]=[CH:4][C:5]2[N:6]([CH:8]=[C:9]([NH:11][C:12]([CH:14]3[CH2:16][CH2:15]3)=[O:13])[N:10]=2)[N:7]=1. The yield is 0.700. (3) The reactants are [N+:1]([C:4]1[CH:10]=[CH:9][CH:8]=[C:7]([N+:11]([O-:13])=[O:12])[C:5]=1[NH2:6])([O-:3])=[O:2].[Br:14]Br.O. The catalyst is C(O)(=O)C. The product is [Br:14][C:9]1[CH:10]=[C:4]([N+:1]([O-:3])=[O:2])[C:5]([NH2:6])=[C:7]([N+:11]([O-:13])=[O:12])[CH:8]=1. The yield is 0.950. (4) The reactants are [F:1][C:2]1[CH:3]=[C:4]([CH:43]=[C:44]([F:46])[CH:45]=1)[CH2:5][C:6]1[CH:7]=[C:8]2[C:12](=[CH:13][CH:14]=1)[NH:11][N:10]=[C:9]2[NH:15][C:16]([C:18]1[CH:23]=[CH:22][C:21]([N:24]2[CH2:29][CH2:28][N:27]([CH3:30])[CH2:26][CH2:25]2)=[CH:20][C:19]=1[NH:31][CH:32]1[CH2:37][CH2:36][N:35](C(OCC)=O)[CH2:34][CH2:33]1)=[O:17].C(OCC)(=O)C. The catalyst is Br.O.[OH-].[NH4+]. The product is [F:1][C:2]1[CH:3]=[C:4]([CH:43]=[C:44]([F:46])[CH:45]=1)[CH2:5][C:6]1[CH:7]=[C:8]2[C:12](=[CH:13][CH:14]=1)[NH:11][N:10]=[C:9]2[NH:15][C:16](=[O:17])[C:18]1[CH:23]=[CH:22][C:21]([N:24]2[CH2:29][CH2:28][N:27]([CH3:30])[CH2:26][CH2:25]2)=[CH:20][C:19]=1[NH:31][CH:32]1[CH2:33][CH2:34][NH:35][CH2:36][CH2:37]1. The yield is 0.720. (5) The reactants are Cl[C:2]1[N:7]=[C:6]([O:8][CH:9]2[CH2:14][CH2:13][N:12]([C:15]([O:17][C:18]([CH3:21])([CH3:20])[CH3:19])=[O:16])[CH2:11][CH2:10]2)[CH:5]=[CH:4][N:3]=1.C(=O)([O-])[O-:23].[K+].[K+]. The catalyst is O1CCOCC1.O. The product is [O:23]=[C:2]1[N:7]=[C:6]([O:8][CH:9]2[CH2:14][CH2:13][N:12]([C:15]([O:17][C:18]([CH3:21])([CH3:20])[CH3:19])=[O:16])[CH2:11][CH2:10]2)[CH:5]=[CH:4][NH:3]1. The yield is 0.850. (6) The product is [CH:22]1([CH2:21][N:11]2[C:12]3[CH2:17][CH2:16][N:15]([C:18](=[O:20])[CH3:19])[CH2:14][C:13]=3[C:9]([NH:8][C:4]3[CH:5]=[CH:6][CH:7]=[C:2]([C:31]4[CH:30]=[CH:29][CH:28]=[C:27]([CH2:26][OH:25])[CH:32]=4)[CH:3]=3)=[N:10]2)[CH2:24][CH2:23]1. The reactants are Br[C:2]1[CH:3]=[C:4]([NH:8][C:9]2[C:13]3[CH2:14][N:15]([C:18](=[O:20])[CH3:19])[CH2:16][CH2:17][C:12]=3[N:11]([CH2:21][CH:22]3[CH2:24][CH2:23]3)[N:10]=2)[CH:5]=[CH:6][CH:7]=1.[OH:25][CH2:26][C:27]1[CH:28]=[C:29](B(O)O)[CH:30]=[CH:31][CH:32]=1.C([O-])([O-])=O.[Na+].[Na+].ClCCl. The catalyst is O1CCOCC1.O.C1C=CC(P(C2C=CC=CC=2)[C-]2C=CC=C2)=CC=1.C1C=CC(P(C2C=CC=CC=2)[C-]2C=CC=C2)=CC=1.Cl[Pd]Cl.[Fe+2]. The yield is 0.290. (7) The reactants are [C:1]([C:4]1[CH:28]=[CH:27][C:7]2[N:8]3[CH:26]=[CH:25][CH:24]=[C:9]3[C:10]3([CH2:16][CH2:15][N:14]([C:17]([O:19][C:20]([CH3:23])([CH3:22])[CH3:21])=[O:18])[CH2:13][CH2:12]3)[O:11][C:6]=2[CH:5]=1)(=O)[NH2:2].N1C(Cl)=NC(Cl)=NC=1Cl.O. The catalyst is CN(C=O)C. The product is [C:1]([C:4]1[CH:28]=[CH:27][C:7]2[N:8]3[CH:26]=[CH:25][CH:24]=[C:9]3[C:10]3([CH2:16][CH2:15][N:14]([C:17]([O:19][C:20]([CH3:23])([CH3:22])[CH3:21])=[O:18])[CH2:13][CH2:12]3)[O:11][C:6]=2[CH:5]=1)#[N:2]. The yield is 0.440.